From a dataset of Reaction yield outcomes from USPTO patents with 853,638 reactions. Predict the reaction yield, written as a fraction of the theoretical maximum amount of product (1.0 means a 100% yield; for example, 0.34 means a 34% yield). The reactants are [C:1](=[N:4][O:5][CH:6]([CH3:10])[C:7]([OH:9])=[O:8])([CH3:3])[CH3:2].[CH3:11][CH2:12][O-].[Na+].CC(=NO)C.BrC(C)C(OCC)=O. No catalyst specified. The product is [C:1](=[N:4][O:5][CH:6]([CH3:10])[C:7]([O:9][CH2:11][CH3:12])=[O:8])([CH3:3])[CH3:2]. The yield is 0.830.